Predict the reactants needed to synthesize the given product. From a dataset of Full USPTO retrosynthesis dataset with 1.9M reactions from patents (1976-2016). (1) Given the product [Br:16][C:17]1[CH:24]=[CH:23][C:22]([F:25])=[CH:21][C:18]=1[CH2:19][O:3][C@H:4]1[CH2:8][CH2:7][N:6]([C:9]([O:11][C:12]([CH3:15])([CH3:14])[CH3:13])=[O:10])[CH2:5]1, predict the reactants needed to synthesize it. The reactants are: [H-].[Na+].[OH:3][C@H:4]1[CH2:8][CH2:7][N:6]([C:9]([O:11][C:12]([CH3:15])([CH3:14])[CH3:13])=[O:10])[CH2:5]1.[Br:16][C:17]1[CH:24]=[CH:23][C:22]([F:25])=[CH:21][C:18]=1[CH2:19]Br. (2) Given the product [C:1]([CH:4]1[CH2:8][S:7][C:6](=[O:9])[N:5]1[CH2:10][C:11]1[CH:16]=[CH:15][C:14]([O:17][CH3:18])=[CH:13][CH:12]=1)(=[O:3])[CH3:2], predict the reactants needed to synthesize it. The reactants are: [C:1]([C@@H:4]1[CH2:8][S:7][C:6](=[O:9])[N:5]1[CH2:10][C:11]1[CH:16]=[CH:15][C:14]([O:17][CH3:18])=[CH:13][CH:12]=1)(=[O:3])[CH3:2].C[Mg]Cl.CON(C)C(C1CSC(=O)N1CC1C=CC(OC)=CC=1)=O.C(O)(=O)CC(CC(O)=O)(C(O)=O)O. (3) The reactants are: C(OC([N:8]1[CH2:11][CH2:10][C@H:9]1[CH2:12][O:13][C:14]1[CH:15]=[C:16]([CH2:20][CH2:21][C:22]2[CH:23]=[C:24]([CH2:28][OH:29])[CH:25]=[CH:26][CH:27]=2)[CH:17]=[N:18][CH:19]=1)=O)(C)(C)C.C(Cl)[Cl:31]. Given the product [ClH:31].[NH:8]1[CH2:11][CH2:10][C@H:9]1[CH2:12][O:13][C:14]1[CH:15]=[C:16]([CH2:20][CH2:21][C:22]2[CH:23]=[C:24]([CH2:28][OH:29])[CH:25]=[CH:26][CH:27]=2)[CH:17]=[N:18][CH:19]=1, predict the reactants needed to synthesize it. (4) Given the product [CH3:12][C:10]1[O:11][C:7]2[CH:6]=[C:5]([C:3]([OH:4])=[O:2])[CH:14]=[CH:13][C:8]=2[N:9]=1, predict the reactants needed to synthesize it. The reactants are: C[O:2][C:3]([C:5]1[CH:14]=[CH:13][C:8]2[N:9]=[C:10]([CH3:12])[O:11][C:7]=2[CH:6]=1)=[O:4].[OH-].[Na+].Cl. (5) The reactants are: CC[O-].[Na+].[SH:5][C:6]([CH2:12][CH3:13])([CH2:10][CH3:11])[C:7]([OH:9])=[O:8].CS(O[CH2:19][CH2:20][CH2:21][CH2:22]/[CH:23]=[CH:24]\[CH2:25]/[CH:26]=[CH:27]\[CH2:28]/[CH:29]=[CH:30]\[CH2:31]/[CH:32]=[CH:33]\[CH2:34]/[CH:35]=[CH:36]\[CH2:37][CH3:38])(=O)=O.[NH4+].[Cl-].Cl. Given the product [CH2:10]([C:6]([S:5][CH2:38][CH2:37][CH2:36][CH2:35]/[CH:34]=[CH:33]\[CH2:32]/[CH:31]=[CH:30]\[CH2:29]/[CH:28]=[CH:27]\[CH2:26]/[CH:25]=[CH:24]\[CH2:23]/[CH:22]=[CH:21]\[CH2:20][CH3:19])([CH2:12][CH3:13])[C:7]([OH:9])=[O:8])[CH3:11], predict the reactants needed to synthesize it. (6) Given the product [Cl:24][C:22]1[CH:21]=[CH:20][N:19]2[C:18](=[N:17][C:1]3[C:3]4[C:4](=[CH:9][C:10]([O:15][CH3:16])=[CH:11][C:12]=4[O:13][CH3:14])[C:5](=[O:7])[NH:29][C:25]=32)[CH:23]=1, predict the reactants needed to synthesize it. The reactants are: [CH:1]([C:3]1[C:12]([O:13][CH3:14])=[CH:11][C:10]([O:15][CH3:16])=[CH:9][C:4]=1[C:5]([O:7]C)=O)=O.[NH2:17][C:18]1[CH:23]=[C:22]([Cl:24])[CH:21]=[CH:20][N:19]=1.[C:25]([N+:29]#[C-])(C)(C)C.O.C1(C)C=CC(S(O)(=O)=O)=CC=1. (7) Given the product [S:23]([OH:24])(=[O:25])(=[O:8])[CH3:26].[C:10]([CH2:12][NH:13][C:14]([C@@H:16]1[CH2:21][CH2:20][CH2:19][CH2:18][C@H:17]1[CH2:22][S:23]([C:26]1[CH:31]=[CH:30][C:29]([S:32][CH2:33][CH2:34][NH:35][C:2]2[CH:3]=[CH:4][N:5]=[CH:6][CH:7]=2)=[CH:28][CH:27]=1)(=[O:24])=[O:25])=[O:15])#[N:11], predict the reactants needed to synthesize it. The reactants are: C(Cl)(=[O:8])[C:2]1[CH:7]=[CH:6][N:5]=[CH:4][CH:3]=1.[C:10]([CH2:12][NH:13][C:14]([C@@H:16]1[CH2:21][CH2:20][CH2:19][CH2:18][C@H:17]1[CH2:22][S:23]([C:26]1[CH:31]=[CH:30][C:29]([S:32][CH2:33][CH2:34][NH2:35])=[CH:28][CH:27]=1)(=[O:25])=[O:24])=[O:15])#[N:11].C(N(C(C)C)CC)(C)C. (8) Given the product [O:1]=[C:5]1[CH2:6][CH2:7][N:8]([C:11]2[CH:12]=[CH:13][C:14]([CH2:17][C:18]([OH:21])=[O:20])=[CH:15][CH:16]=2)[CH2:9][CH2:10]1, predict the reactants needed to synthesize it. The reactants are: [O:1]1[C:5]2([CH2:10][CH2:9][N:8]([C:11]3[CH:16]=[CH:15][C:14]([C:17](=O)[CH3:18])=[CH:13][CH:12]=3)[CH2:7][CH2:6]2)OCC1.[OH2:20].[OH2:21].O.[N+]([O-])([O-])=O.[N+]([O-])([O-])=O.[N+]([O-])([O-])=O.[Tl+3].C(Cl)Cl.Cl(O)(=O)(=O)=O. (9) Given the product [Br:1][C:2]1[C:3]2[CH:13]([CH2:14][CH2:15][C:16]3[CH:17]=[CH:18][CH:19]=[CH:20][CH:21]=3)[CH2:12][CH2:11][C:4]=2[NH:5][C:6]=1[C:7]([OH:9])=[O:8], predict the reactants needed to synthesize it. The reactants are: [Br:1][C:2]1[C:3]2[CH:13]([CH2:14][CH2:15][C:16]3[CH:21]=[CH:20][CH:19]=[CH:18][CH:17]=3)[CH2:12][CH2:11][C:4]=2[NH:5][C:6]=1[C:7]([O:9]C)=[O:8].O.[OH-].[Li+].CO.